Predict hERG channel inhibition at various concentrations. From a dataset of hERG Central: cardiac toxicity at 1µM, 10µM, and general inhibition. (1) The molecule is COc1cc(OC)c(CN2CCN(c3ccc(F)cc3)CC2)cc1Br. Results: hERG_inhib (hERG inhibition (general)): blocker. (2) The compound is O=C(CSc1ccccn1)N1CCN(c2ncc(C(F)(F)F)cc2Cl)CC1. Results: hERG_inhib (hERG inhibition (general)): blocker. (3) The drug is O=C(C1=C[C@@H](c2coc3ccccc3c2=O)C[C@@H](OCCCCO)O1)N1CCN(Cc2ccccc2)CC1. Results: hERG_inhib (hERG inhibition (general)): blocker. (4) The molecule is CCCCN(CC)CCCNC(=O)C1CCN(c2ncnc3c2sc2cccc(F)c23)CC1. Results: hERG_inhib (hERG inhibition (general)): blocker. (5) The molecule is N=c1c2c(-c3ccccc3)c(-c3ccccc3)oc2ncn1CCN1CCOCC1. Results: hERG_inhib (hERG inhibition (general)): blocker.